From a dataset of Reaction yield outcomes from USPTO patents with 853,638 reactions. Predict the reaction yield, written as a fraction of the theoretical maximum amount of product (1.0 means a 100% yield; for example, 0.34 means a 34% yield). The reactants are Br.[NH:2]1[C:11]2[C:6](=[CH:7][CH:8]=[CH:9][CH:10]=2)[CH2:5][N:4]=[C:3]1[NH2:12].C(=O)([O-])[O-].[K+].[K+].[N:19]1[CH:24]=[CH:23][C:22]([C:25](=O)[CH2:26][C:27](OCC)=[O:28])=[CH:21][CH:20]=1. The catalyst is C(O)C. The product is [N:19]1[CH:24]=[CH:23][C:22]([C:25]2[N:12]=[C:3]3[N:4]([C:27](=[O:28])[CH:26]=2)[CH2:5][C:6]2[C:11](=[CH:10][CH:9]=[CH:8][CH:7]=2)[NH:2]3)=[CH:21][CH:20]=1. The yield is 0.200.